From a dataset of Forward reaction prediction with 1.9M reactions from USPTO patents (1976-2016). Predict the product of the given reaction. (1) Given the reactants [CH2:1]([O:9][C:10]1[CH:11]=[C:12]([CH:16]2[CH2:21][CH2:20][CH2:19][NH:18][CH2:17]2)[CH:13]=[CH:14][CH:15]=1)[CH2:2][CH2:3][CH2:4][CH2:5][CH2:6][CH2:7][CH3:8].[C:22]([O:26][CH2:27][CH3:28])(=[O:25])[CH:23]=[CH2:24].C([O-])([O-])=O.[Cs+].[Cs+], predict the reaction product. The product is: [CH2:1]([O:9][C:10]1[CH:11]=[C:12]([CH:16]2[CH2:21][CH2:20][CH2:19][N:18]([CH2:24][CH2:23][C:22]([O:26][CH2:27][CH3:28])=[O:25])[CH2:17]2)[CH:13]=[CH:14][CH:15]=1)[CH2:2][CH2:3][CH2:4][CH2:5][CH2:6][CH2:7][CH3:8]. (2) The product is: [CH3:13][C:12]1[C:3]([CH:1]2[CH2:2][O:22]2)=[CH:4][C:5]2[CH2:9][O:8][C:7](=[O:10])[C:6]=2[CH:11]=1. Given the reactants [CH:1]([C:3]1[C:12]([CH3:13])=[CH:11][C:6]2[C:7](=[O:10])[O:8][CH2:9][C:5]=2[CH:4]=1)=[CH2:2].C1C=C(Cl)C=C(C(OO)=[O:22])C=1, predict the reaction product. (3) Given the reactants Cl[C:2]1[C:3]2[S:20][CH:19]=[CH:18][C:4]=2[N:5]=[C:6]([C:8]([F:17])([F:16])[C:9]2[CH:14]=[CH:13][C:12]([F:15])=[CH:11][CH:10]=2)[N:7]=1.[CH3:21][C:22]1[NH:26][N:25]=[C:24]([NH2:27])[CH:23]=1.O1CCOCC1.O, predict the reaction product. The product is: [F:16][C:8]([F:17])([C:9]1[CH:14]=[CH:13][C:12]([F:15])=[CH:11][CH:10]=1)[C:6]1[N:7]=[C:2]([NH:27][C:24]2[CH:23]=[C:22]([CH3:21])[NH:26][N:25]=2)[C:3]2[S:20][CH:19]=[CH:18][C:4]=2[N:5]=1. (4) Given the reactants [Cl:1][C:2]1[CH:7]=[CH:6][CH:5]=[CH:4][C:3]=1[N:8]([CH3:29])[C:9]([C:11]1[S:28][C:14]2[C:15]3[CH:23]=[CH:22][C:21]([C:24](OC)=[O:25])=[CH:20][C:16]=3[O:17][CH2:18][CH2:19][C:13]=2[CH:12]=1)=[O:10].[CH3:30][NH:31][O:32][CH3:33], predict the reaction product. The product is: [Cl:1][C:2]1[CH:7]=[CH:6][CH:5]=[CH:4][C:3]=1[N:8]([CH3:29])[C:9]([C:11]1[S:28][C:14]2[C:15]3[CH:23]=[CH:22][C:21]([C:24]([N:31]([O:32][CH3:33])[CH3:30])=[O:25])=[CH:20][C:16]=3[O:17][CH2:18][CH2:19][C:13]=2[CH:12]=1)=[O:10].